Predict the product of the given reaction. From a dataset of Forward reaction prediction with 1.9M reactions from USPTO patents (1976-2016). (1) Given the reactants [S:1]1[CH:5]=[CH:4][C:3]2[C:6]([N:10]3[CH2:15][CH2:14][N:13]([CH2:16][CH2:17][CH2:18][CH2:19][O:20][C:21]4[CH:30]=[C:29]5[C:24]([CH:25]=[CH:26][C:27](=[O:31])[NH:28]5)=[CH:23][CH:22]=4)[CH2:12][CH2:11]3)=[CH:7][CH:8]=[CH:9][C:2]1=2.C([OH:34])C.[OH-].[Na+].CC1C=CC(COC(NNC(C2C=NC=CN=2)=O)=O)=CC=1, predict the reaction product. The product is: [OH2:20].[OH2:34].[S:1]1[CH:5]=[CH:4][C:3]2[C:6]([N:10]3[CH2:11][CH2:12][N:13]([CH2:16][CH2:17][CH2:18][CH2:19][O:20][C:21]4[CH:30]=[C:29]5[C:24]([CH:25]=[CH:26][C:27](=[O:31])[NH:28]5)=[CH:23][CH:22]=4)[CH2:14][CH2:15]3)=[CH:7][CH:8]=[CH:9][C:2]1=2. (2) Given the reactants [Cl:1][C:2]1[C:11]([CH:12]=O)=[CH:10][C:5]2[NH:6][CH2:7][CH2:8][S:9][C:4]=2[CH:3]=1.[CH3:14][O:15][C:16]1[CH:25]=[C:24]2[C:19]([N:20]=[CH:21][C:22]([S:26][CH2:27][CH2:28][N:29]3[CH2:34][CH2:33][CH:32]([NH2:35])[CH2:31][CH2:30]3)=[N:23]2)=[CH:18][CH:17]=1, predict the reaction product. The product is: [Cl:1][C:2]1[C:11]([CH2:12][NH:35][CH:32]2[CH2:31][CH2:30][N:29]([CH2:28][CH2:27][S:26][C:22]3[CH:21]=[N:20][C:19]4[C:24](=[CH:25][C:16]([O:15][CH3:14])=[CH:17][CH:18]=4)[N:23]=3)[CH2:34][CH2:33]2)=[CH:10][C:5]2[NH:6][CH2:7][CH2:8][S:9][C:4]=2[CH:3]=1. (3) The product is: [F:26][C:27]([F:40])([F:39])[S:28]([O:18][C:5]1[CH:4]=[CH:3][C:2]([F:1])=[C:7]([NH:8][CH2:9][C:10]2([O:16][CH3:17])[CH2:11][CH2:12][O:13][CH2:14][CH2:15]2)[N:6]=1)(=[O:30])=[O:29]. Given the reactants [F:1][C:2]1[CH:3]=[CH:4][C:5]([OH:18])=[N:6][C:7]=1[NH:8][CH2:9][C:10]1([O:16][CH3:17])[CH2:15][CH2:14][O:13][CH2:12][CH2:11]1.C(N(CC)CC)C.[F:26][C:27]([F:40])([F:39])[S:28](O[S:28]([C:27]([F:40])([F:39])[F:26])(=[O:30])=[O:29])(=[O:30])=[O:29].C(=O)(O)[O-].[Na+], predict the reaction product. (4) Given the reactants Br[C:2]1[C:3]([N:22]2[CH2:26][CH2:25][C@@H:24]([OH:27])[CH2:23]2)=[N:4][CH:5]=[C:6]([CH:21]=1)[C:7]([NH:9][C:10]1[CH:15]=[CH:14][C:13]([O:16][C:17]([F:20])([F:19])[F:18])=[CH:12][CH:11]=1)=[O:8].[F:28][C:29]1[N:34]=[CH:33][C:32](B(O)O)=[CH:31][CH:30]=1, predict the reaction product. The product is: [F:28][C:29]1[N:34]=[CH:33][C:32]([C:2]2[C:3]([N:22]3[CH2:26][CH2:25][C@@H:24]([OH:27])[CH2:23]3)=[N:4][CH:5]=[C:6]([C:7]([NH:9][C:10]3[CH:11]=[CH:12][C:13]([O:16][C:17]([F:20])([F:18])[F:19])=[CH:14][CH:15]=3)=[O:8])[CH:21]=2)=[CH:31][CH:30]=1. (5) Given the reactants [CH2:1]([C:3]12[C:17](=O)[CH:11]([C:12]([OH:16])([CH3:15])[CH2:13][CH2:14]1)[CH2:10][C:9]1[C:4]2=[CH:5][CH:6]=[C:7]([O:19][CH3:20])[CH:8]=1)[CH3:2].C[O-].[Na+].C(O)(=O)C, predict the reaction product. The product is: [CH2:1]([C@:3]12[C:4]3[C:9](=[CH:8][C:7]([O:19][CH3:20])=[CH:6][CH:5]=3)[CH2:10][CH2:11][C:17]1=[CH:15][C:12](=[O:16])[CH2:13][CH2:14]2)[CH3:2]. (6) Given the reactants [NH:1]1[C:7]2[CH:8]=[CH:9][CH:10]=[CH:11][C:6]=2[CH2:5][CH2:4][NH:3][C:2]1=[O:12].F[B-](F)(F)F.[O:18]=[N+:19]=[O:20], predict the reaction product. The product is: [N+:19]([C:10]1[CH:9]=[CH:8][C:7]2[NH:1][C:2](=[O:12])[NH:3][CH2:4][CH2:5][C:6]=2[CH:11]=1)([O-:20])=[O:18].